This data is from Forward reaction prediction with 1.9M reactions from USPTO patents (1976-2016). The task is: Predict the product of the given reaction. (1) Given the reactants [S:1]1[CH:5]=[CH:4][CH:3]=[C:2]1[C:6]([C:8]1[CH:9]=[N:10][N:11]2[C:16]([C:17]3[CH:18]=[C:19]([CH:23]=[CH:24][CH:25]=3)[C:20](O)=[O:21])=[CH:15][CH:14]=[N:13][C:12]=12)=[O:7].[CH:26]([NH2:29])([CH3:28])[CH3:27], predict the reaction product. The product is: [CH:26]([NH:29][C:20](=[O:21])[C:19]1[CH:23]=[CH:24][CH:25]=[C:17]([C:16]2[N:11]3[N:10]=[CH:9][C:8]([C:6]([C:2]4[S:1][CH:5]=[CH:4][CH:3]=4)=[O:7])=[C:12]3[N:13]=[CH:14][CH:15]=2)[CH:18]=1)([CH3:28])[CH3:27]. (2) Given the reactants [CH3:1][C:2]([O:5][C:6]([NH:8][CH:9]1[CH2:14][CH2:13][CH:12]([CH2:15][OH:16])[CH2:11][CH2:10]1)=[O:7])([CH3:4])[CH3:3].[S:17](Cl)([C:20]1[CH:26]=[CH:25][C:23]([CH3:24])=[CH:22][CH:21]=1)(=[O:19])=[O:18].O, predict the reaction product. The product is: [CH3:24][C:23]1[CH:25]=[CH:26][C:20]([S:17]([O:16][CH2:15][C@H:12]2[CH2:11][CH2:10][C@H:9]([NH:8][C:6]([O:5][C:2]([CH3:1])([CH3:3])[CH3:4])=[O:7])[CH2:14][CH2:13]2)(=[O:19])=[O:18])=[CH:21][CH:22]=1. (3) Given the reactants [N:1]1[CH:6]=[CH:5][C:4]([C:7]2[CH:15]=[CH:14][CH:13]=[C:12]3[C:8]=2[CH2:9][C:10](=[O:16])[NH:11]3)=[CH:3][CH:2]=1.[CH3:17][C:18]1[C:22]([C:23]([N:25]2[CH2:30][CH2:29][N:28]([CH3:31])[CH2:27][CH2:26]2)=[O:24])=[C:21]([CH3:32])[NH:20][C:19]=1[CH:33]=O, predict the reaction product. The product is: [CH3:17][C:18]1[C:22]([C:23]([N:25]2[CH2:26][CH2:27][N:28]([CH3:31])[CH2:29][CH2:30]2)=[O:24])=[C:21]([CH3:32])[NH:20][C:19]=1[CH:33]=[C:9]1[C:8]2[C:12](=[CH:13][CH:14]=[CH:15][C:7]=2[C:4]2[CH:5]=[CH:6][N:1]=[CH:2][CH:3]=2)[NH:11][C:10]1=[O:16]. (4) Given the reactants [NH2:1][C@H:2]1[C:11]2[C:6](=[CH:7][CH:8]=[CH:9][CH:10]=2)[N:5]([C:12]([C:14]2[CH:19]=[CH:18][C:17]([F:20])=[CH:16][CH:15]=2)=[O:13])[C@@H:4]([CH3:21])[CH2:3]1.[Cl:22][C:23]1[CH:28]=[CH:27][C:26](B(O)O)=[CH:25][CH:24]=1.N1C=CC=CC=1.[C:38](OCC)(=[O:40])[CH3:39], predict the reaction product. The product is: [Cl:22][C:23]1[CH:28]=[CH:27][C:26]([N:1]([C@H:2]2[C:11]3[C:6](=[CH:7][CH:8]=[CH:9][CH:10]=3)[N:5]([C:12](=[O:13])[C:14]3[CH:15]=[CH:16][C:17]([F:20])=[CH:18][CH:19]=3)[C@@H:4]([CH3:21])[CH2:3]2)[C:38](=[O:40])[CH3:39])=[CH:25][CH:24]=1.